From a dataset of Forward reaction prediction with 1.9M reactions from USPTO patents (1976-2016). Predict the product of the given reaction. (1) Given the reactants Cl[C:2]1[CH:7]=[C:6]([C:8]2[CH:13]=[C:12]([CH3:14])[CH:11]=[CH:10][C:9]=2[CH3:15])[N:5]=[C:4]([NH2:16])[N:3]=1.[NH2:17][C:18]1[CH:26]=[CH:25][C:21]([CH2:22][CH2:23][OH:24])=[CH:20][CH:19]=1, predict the reaction product. The product is: [NH2:16][C:4]1[N:3]=[C:2]([NH:17][C:18]2[CH:26]=[CH:25][C:21]([CH2:22][CH2:23][OH:24])=[CH:20][CH:19]=2)[CH:7]=[C:6]([C:8]2[CH:13]=[C:12]([CH3:14])[CH:11]=[CH:10][C:9]=2[CH3:15])[N:5]=1. (2) Given the reactants Cl[C:2]1[N:7]=[C:6]([CH:8]([CH:11]2[N:15]([CH2:16][CH3:17])[C:14]3[CH:18]=[CH:19][CH:20]=[CH:21][C:13]=3[NH:12]2)[C:9]#[N:10])[CH:5]=[CH:4][N:3]=1.[NH2:22][CH2:23][CH2:24][C:25]1[CH:26]=[N:27][CH:28]=[CH:29][CH:30]=1, predict the reaction product. The product is: [CH2:16]([N:15]1[C:14]2[CH:18]=[CH:19][CH:20]=[CH:21][C:13]=2[N:12]=[C:11]1[CH:8]([C:6]1[CH:5]=[CH:4][N:3]=[C:2]([NH:22][CH2:23][CH2:24][C:25]2[CH:26]=[N:27][CH:28]=[CH:29][CH:30]=2)[N:7]=1)[C:9]#[N:10])[CH3:17]. (3) Given the reactants [CH3:1][C@@H:2]1[CH2:7][CH2:6][CH2:5][CH2:4][C@@H:3]1[NH:8][C:9]1[C:10]2[N:11]([CH:18]=[C:19]([N+:21]([O-])=O)[CH:20]=2)[N:12]=[CH:13][C:14]=1[C:15]([NH2:17])=[O:16], predict the reaction product. The product is: [NH2:21][C:19]1[CH:20]=[C:10]2[C:9]([NH:8][C@H:3]3[CH2:4][CH2:5][CH2:6][CH2:7][C@H:2]3[CH3:1])=[C:14]([C:15]([NH2:17])=[O:16])[CH:13]=[N:12][N:11]2[CH:18]=1. (4) Given the reactants Br[C:2]1[CH:3]=[C:4]2[C:8](=[CH:9][CH:10]=1)[N:7]([C:11]([O:13][C:14]([CH3:17])([CH3:16])[CH3:15])=[O:12])[N:6]=[CH:5]2.[B:18]1([B:18]2[O:22][C:21]([CH3:24])([CH3:23])[C:20]([CH3:26])([CH3:25])[O:19]2)[O:22][C:21]([CH3:24])([CH3:23])[C:20]([CH3:26])([CH3:25])[O:19]1.C([O-])(=O)C.[K+], predict the reaction product. The product is: [CH3:25][C:20]1([CH3:26])[C:21]([CH3:24])([CH3:23])[O:22][B:18]([C:2]2[CH:3]=[C:4]3[C:8](=[CH:9][CH:10]=2)[N:7]([C:11]([O:13][C:14]([CH3:17])([CH3:16])[CH3:15])=[O:12])[N:6]=[CH:5]3)[O:19]1. (5) Given the reactants CO.[CH2:3]([CH:10]1[CH2:15][CH2:14][NH:13][CH2:12][CH2:11]1)[C:4]1[CH:9]=[CH:8][CH:7]=[CH:6][CH:5]=1.[C:16]1(=O)[CH2:21][CH2:20][CH2:19][CH2:18][CH2:17]1.C([BH3-])#N.[Na+], predict the reaction product. The product is: [CH:16]1([N:13]2[CH2:14][CH2:15][CH:10]([CH2:3][C:4]3[CH:9]=[CH:8][CH:7]=[CH:6][CH:5]=3)[CH2:11][CH2:12]2)[CH2:21][CH2:20][CH2:19][CH2:18][CH2:17]1. (6) Given the reactants ClCCCO[C:6]1[CH:14]=[CH:13][CH:12]=[C:11]2[C:7]=1[CH:8]=[CH:9][NH:10]2.[Cl:15][C:16]1[CH:17]=[C:18]([C:23]2[CH2:29][CH:28]3[NH:30][CH:25]([CH2:26][CH2:27]3)[CH:24]=2)[CH:19]=[CH:20][C:21]=1[Cl:22].[C:31]([OH:36])(=O)[C:32](O)=O.[CH3:37]CO, predict the reaction product. The product is: [Cl:15][C:16]1[CH:17]=[C:18]([C:23]2[CH2:24][CH:25]3[N:30]([CH2:37][CH2:32][CH2:31][O:36][N:10]4[C:11]5[C:7](=[CH:6][CH:14]=[CH:13][CH:12]=5)[CH:8]=[CH:9]4)[CH:28]([CH2:27][CH2:26]3)[CH:29]=2)[CH:19]=[CH:20][C:21]=1[Cl:22]. (7) The product is: [Cl:1][C:2]1[CH:7]=[C:6]([Cl:8])[CH:5]=[CH:4][C:3]=1[CH:9]1[CH:18]([C:19]([NH:21][O:22][CH2:23][C:24]2[N:28]=[CH:27][NH:26][N:25]=2)=[O:20])[C:17]2[C:12](=[CH:13][CH:14]=[CH:15][CH:16]=2)[C:11](=[O:48])[N:10]1[CH:49]1[CH2:54][CH2:53][CH2:52][CH2:51][CH:50]1[NH:55][S:56]([CH3:59])(=[O:58])=[O:57]. Given the reactants [Cl:1][C:2]1[CH:7]=[C:6]([Cl:8])[CH:5]=[CH:4][C:3]=1[CH:9]1[CH:18]([C:19]([NH:21][O:22][CH2:23][C:24]2[N:28]=[CH:27][N:26](C(C3C=CC=CC=3)(C3C=CC=CC=3)C3C=CC=CC=3)[N:25]=2)=[O:20])[C:17]2[C:12](=[CH:13][CH:14]=[CH:15][CH:16]=2)[C:11](=[O:48])[N:10]1[CH:49]1[CH2:54][CH2:53][CH2:52][CH2:51][CH:50]1[NH:55][S:56]([CH3:59])(=[O:58])=[O:57].Cl.C(=O)([O-])O.[Na+], predict the reaction product. (8) Given the reactants [C:1]([O:5][C:6]([NH:8][C:9]1[CH:14]=[CH:13][C:12]([C:15]#[N:16])=[CH:11][C:10]=1[CH2:17][CH2:18][C:19]1[CH:20]=[C:21]([NH:25][C:26](=[O:32])[O:27][C:28]([CH3:31])([CH3:30])[CH3:29])[CH:22]=[N:23][CH:24]=1)=[O:7])([CH3:4])([CH3:3])[CH3:2].O1CCCC1, predict the reaction product. The product is: [NH2:16][CH2:15][C:12]1[CH:13]=[CH:14][C:9]([NH:8][C:6]([O:5][C:1]([CH3:4])([CH3:3])[CH3:2])=[O:7])=[C:10]([CH2:17][CH2:18][C:19]2[CH:20]=[C:21]([NH:25][C:26](=[O:32])[O:27][C:28]([CH3:31])([CH3:29])[CH3:30])[CH:22]=[N:23][CH:24]=2)[CH:11]=1. (9) Given the reactants [F:1][C:2]1[CH:29]=[CH:28][CH:27]=[CH:26][C:3]=1[CH2:4][N:5]1[C:9]2=[N:10][CH:11]=[CH:12][CH:13]=[C:8]2[C:7]([C:14]2[N:22]=[C:21]3[C:17]([N:18]([CH3:24])[C:19](=[O:23])[NH:20]3)=[C:16](I)[N:15]=2)=[N:6]1.[NH:30]1[CH2:33][CH2:32][CH2:31]1, predict the reaction product. The product is: [N:30]1([C:16]2[N:15]=[C:14]([C:7]3[C:8]4[C:9](=[N:10][CH:11]=[CH:12][CH:13]=4)[N:5]([CH2:4][C:3]4[CH:26]=[CH:27][CH:28]=[CH:29][C:2]=4[F:1])[N:6]=3)[N:22]=[C:21]3[C:17]=2[N:18]([CH3:24])[C:19](=[O:23])[NH:20]3)[CH2:33][CH2:32][CH2:31]1. (10) Given the reactants Cl.[O:2]1[C:6]2[CH:7]=[CH:8][C:9]([C:11]3[CH:16]=[CH:15][C:14]([C:17]4[N:18]([CH2:23][C@@H:24]5[CH2:28][CH2:27][NH:26][CH2:25]5)[C:19](=[O:22])[NH:20][N:21]=4)=[CH:13][CH:12]=3)=[CH:10][C:5]=2[CH:4]=[CH:3]1.CCN(C(C)C)C(C)C.[CH:38]1([C:43](Cl)=[O:44])[CH2:42][CH2:41][CH2:40][CH2:39]1, predict the reaction product. The product is: [O:2]1[C:6]2[CH:7]=[CH:8][C:9]([C:11]3[CH:16]=[CH:15][C:14]([C:17]4[N:18]([CH2:23][C@@H:24]5[CH2:28][CH2:27][N:26]([C:43]([CH:38]6[CH2:42][CH2:41][CH2:40][CH2:39]6)=[O:44])[CH2:25]5)[C:19](=[O:22])[NH:20][N:21]=4)=[CH:13][CH:12]=3)=[CH:10][C:5]=2[CH:4]=[CH:3]1.